Dataset: Aqueous solubility values for 9,982 compounds from the AqSolDB database. Task: Regression/Classification. Given a drug SMILES string, predict its absorption, distribution, metabolism, or excretion properties. Task type varies by dataset: regression for continuous measurements (e.g., permeability, clearance, half-life) or binary classification for categorical outcomes (e.g., BBB penetration, CYP inhibition). For this dataset (solubility_aqsoldb), we predict Y. (1) The molecule is C[C@H]1O[C@@H](O[C@H]2[C@@H](O)C[C@H](O[C@H]3[C@@H](O)C[C@H](O[C@H]4CC[C@]5(C)[C@H]6C[C@@H](O)[C@]7(C)[C@@H](C8=CC(=O)OC8)CC[C@]7(O)[C@@H]6CC[C@@H]5C4)O[C@@H]3C)O[C@@H]2C)C[C@H](O)[C@@H]1O. The Y is -4.08 log mol/L. (2) The compound is ClC(Br)Br. The Y is -1.90 log mol/L.